This data is from Catalyst prediction with 721,799 reactions and 888 catalyst types from USPTO. The task is: Predict which catalyst facilitates the given reaction. (1) Reactant: F[C:2]1[C:7](F)=[CH:6][C:5]([C:9]2[CH:14]=[CH:13][N:12]=[CH:11][C:10]=2[N:15]([CH2:32]CS(C)(=O)=O)C(=O)C2C=C(C(F)(F)F)N=C(C(F)(F)F)C=2)=[C:4](OC)[CH:3]=1.[CH2:40](C1C=CC=CC=1B(O)O)[CH3:41]. Product: [CH2:40]([C:4]1[CH:3]=[CH:2][CH:7]=[CH:6][C:5]=1[C:9]1[CH:14]=[CH:13][N:12]=[CH:11][C:10]=1[NH:15][CH3:32])[CH3:41]. The catalyst class is: 243. (2) Reactant: [CH:1]1([O:4][C:5]2[CH:6]=[C:7]([CH:10]=[CH:11][CH:12]=2)[CH:8]=O)[CH2:3][CH2:2]1.C(O)(=O)[CH2:14][C:15]([OH:17])=[O:16].N1CCCCC1. Product: [CH:1]1([O:4][C:5]2[CH:6]=[C:7]([CH:8]=[CH:14][C:15]([OH:17])=[O:16])[CH:10]=[CH:11][CH:12]=2)[CH2:3][CH2:2]1. The catalyst class is: 17. (3) Reactant: [C:1]([O:5][C:6]([NH:8][C@H:9]1[CH2:14][CH2:13][C@H:12]([N:15]([CH2:28][CH3:29])[C:16]2[C:17]([CH3:27])=[C:18]([CH:23]=[C:24]([Cl:26])[CH:25]=2)[C:19]([O:21][CH3:22])=[O:20])[CH2:11][CH2:10]1)=[O:7])([CH3:4])([CH3:3])[CH3:2].[H-].[Na+].[CH3:32]I. Product: [C:1]([O:5][C:6]([N:8]([CH3:32])[C@H:9]1[CH2:14][CH2:13][C@H:12]([N:15]([CH2:28][CH3:29])[C:16]2[C:17]([CH3:27])=[C:18]([CH:23]=[C:24]([Cl:26])[CH:25]=2)[C:19]([O:21][CH3:22])=[O:20])[CH2:11][CH2:10]1)=[O:7])([CH3:3])([CH3:2])[CH3:4]. The catalyst class is: 3.